This data is from Reaction yield outcomes from USPTO patents with 853,638 reactions. The task is: Predict the reaction yield, written as a fraction of the theoretical maximum amount of product (1.0 means a 100% yield; for example, 0.34 means a 34% yield). (1) The reactants are O=[C:2]([CH2:9][CH2:10][C:11]1[CH:16]=[CH:15][CH:14]=[CH:13][CH:12]=1)[CH2:3][C:4]([O:6][CH2:7][CH3:8])=[O:5].[CH3:17]OC(OC)N(C)C.[C:25]1([NH:31][NH2:32])[CH:30]=[CH:29][CH:28]=[CH:27][CH:26]=1. The catalyst is C(O)C. The product is [C:25]1([N:31]2[CH:17]=[C:3]([C:4]([O:6][CH2:7][CH3:8])=[O:5])[C:2]([CH2:9][CH2:10][C:11]3[CH:16]=[CH:15][CH:14]=[CH:13][CH:12]=3)=[N:32]2)[CH:30]=[CH:29][CH:28]=[CH:27][CH:26]=1. The yield is 0.840. (2) The reactants are C[N:2](C)/[CH:3]=[CH:4]/[C:5]([C:7]1[C:12](=[O:13])[CH:11]=[CH:10][N:9]([C:14]2[CH:19]=[CH:18][CH:17]=[CH:16][CH:15]=2)[N:8]=1)=O.[Cl:21][C:22]1[CH:27]=[CH:26][C:25]([NH:28]N)=[CH:24][CH:23]=1.Cl. No catalyst specified. The product is [Cl:21][C:22]1[CH:27]=[CH:26][C:25]([N:28]2[C:5]([C:7]3[C:12](=[O:13])[CH:11]=[CH:10][N:9]([C:14]4[CH:19]=[CH:18][CH:17]=[CH:16][CH:15]=4)[N:8]=3)=[CH:4][CH:3]=[N:2]2)=[CH:24][CH:23]=1. The yield is 0.510. (3) The reactants are [CH2:1]1[CH:9]2[N:4]([CH2:5][CH:6]=[C:7]([C:10]3[C:18]4[C:13](=[CH:14][CH:15]=[N:16][CH:17]=4)[NH:12][CH:11]=3)[CH2:8]2)[CH2:3][CH2:2]1.C[Si]([N-][Si](C)(C)C)(C)C.[Na+].[Cl:29][C:30]1[CH:38]=[CH:37][CH:36]=[CH:35][C:31]=1[C:32](Cl)=[O:33]. The catalyst is C1COCC1. The product is [Cl:29][C:30]1[CH:38]=[CH:37][CH:36]=[CH:35][C:31]=1[C:32]([N:12]1[C:13]2[C:18](=[CH:17][N:16]=[CH:15][CH:14]=2)[C:10]([C:7]2[CH2:8][CH:9]3[N:4]([CH2:3][CH2:2][CH2:1]3)[CH2:5][CH:6]=2)=[CH:11]1)=[O:33]. The yield is 0.564. (4) The reactants are [NH2:1][C@H:2]1[CH2:7][CH2:6][C@H:5]([OH:8])[CH2:4][CH2:3]1.[H-].[Na+].F[C:12]1[CH:19]=[CH:18][C:15]([C:16]#[N:17])=[CH:14][CH:13]=1. The catalyst is CN(C=O)C.CCOC(C)=O. The product is [NH2:1][C@H:2]1[CH2:7][CH2:6][C@H:5]([O:8][C:12]2[CH:19]=[CH:18][C:15]([C:16]#[N:17])=[CH:14][CH:13]=2)[CH2:4][CH2:3]1. The yield is 0.440. (5) The reactants are CON(C)[C:4]([C:6]1[C:11](=[O:12])[C:10]([O:13][CH3:14])=[CH:9][N:8]([C:15]2[CH:20]=[CH:19][N:18]=[CH:17][CH:16]=2)[N:7]=1)=[O:5].[CH3:22][Mg+].[Br-]. The catalyst is C1COCC1. The product is [C:4]([C:6]1[C:11](=[O:12])[C:10]([O:13][CH3:14])=[CH:9][N:8]([C:15]2[CH:16]=[CH:17][N:18]=[CH:19][CH:20]=2)[N:7]=1)(=[O:5])[CH3:22]. The yield is 0.260. (6) The reactants are C([O:8][C:9]1[CH:10]=[C:11]2[C:16](=[CH:17][CH:18]=1)[CH:15]=[C:14]([C:19]1[NH:23][C:22]3[CH:24]=[CH:25][CH:26]=[CH:27][C:21]=3[N:20]=1)[CH:13]=[CH:12]2)C1C=CC=CC=1.CO.C(O)=O. The catalyst is C1COCC1.[Pd]. The product is [NH:20]1[C:21]2[CH:27]=[CH:26][CH:25]=[CH:24][C:22]=2[N:23]=[C:19]1[C:14]1[CH:15]=[C:16]2[C:11](=[CH:12][CH:13]=1)[CH:10]=[C:9]([OH:8])[CH:18]=[CH:17]2. The yield is 0.940.